This data is from Drug-target binding data from BindingDB using Kd measurements. The task is: Regression. Given a target protein amino acid sequence and a drug SMILES string, predict the binding affinity score between them. We predict pKd (pKd = -log10(Kd in M); higher means stronger binding). Dataset: bindingdb_kd. (1) The drug is CCN1CCN(Cc2ccc(-c3cc4c(N[C@H](C)c5ccccc5)ncnc4[nH]3)cc2)CC1. The target protein sequence is GEAPNQALLRILKETEFKKIKVLGSGAFGTVYKGLWIPEGEKVKIPVAIKELREATSPKANKEILDEAYVMASVDNPHVCRLLGICLTSTVQLITQLMPFGCLLDYVREHKDNIGSQYLLNWCVQIAKGMNYLEDRRLVHRDLAARNVLVKTPQHVKITDFGRAKLLGAEEKEYHAEGGKVPIKWMALESILHRIYTHQSDVWSYGVTVWELMTFGSKPYDGIPASEISSILEKGERLPQPPICTIDVYMIMVKCWMIDADSRPKFRELIIEFSKMARDPQRYLVIQGDERMHLPSPTDSNFYRALMDEEDMDDVVDADEYLIPQQG. The pKd is 8.9. (2) The small molecule is CC[C@H](NC(=O)[C@H](Cc1ccccc1)NC(=O)c1ccc(Br)cc1)C(=O)N[C@@H](Cc1ccc(O)cc1)C(=O)N[C@@H](CCCC[N+](C)(C)C)C(=O)N[C@@H](CO)C(=O)N[C@@H](CCC(=O)O)C(=O)N[C@@H](CCCCNC(=S)Nc1ccc(-c2c3ccc(=O)cc-3oc3cc(O)ccc23)c(C(=O)O)c1)C(N)=O. The target protein (O95503) has sequence MELSAVGERVFAAESIIKRRIRKGRIEYLVKWKGWAIKYSTWEPEENILDSRLIAAFEQKERERELYGPKKRGPKPKTFLLKARAQAEALRISDVHFSVKPSASASSPKLHSSAAVHRLKKDIRRCHRMSRRPLPRPDPQGGSPGLRPPISPFSETVRIINRKVKPREPKRNRIILNLKVIDKGAGGGGAGQGAGALARPKVPSRNRVIGKSKKFSESVLRTQIRHMKFGAFALYKPPPAPLVAPSPGKAEASAPGPGLLLAAPAAPYDARSSGSSGCPSPTPQSSDPDDTPPKLLPETVSPSAPSWREPEVLDLSLPPESAATSKRAPPEVTAAAGPAPPTAPEPAGASSEPEAGDWRPEMSPCSNVVVTDVTSNLLTVTIKEFCNPEDFEKVAAGVAGAAGGGGSIGASK. The pKd is 6.1. (3) The target protein (P28646) has sequence MFPNGTAPSPTSSPSSSPGGCGEGVCSRGPGSGAADGMEEPGRNSSQNGTLSEGQGSAILISFIYSVVCLVGLCGNSMVIYVILRYAKMKTATNIYILNLAIADELLMLSVPFLVTSTLLRHWPFGALLCRLVLSVDAVNMFTSIYCLTVLSVDRYVAVVHPIKAARYRRPTVAKVVNLGVWVLSLLVILPIVVFSRTAANSDGTVACNMLMPEPAQRWLVGFVLYTFLMGFLLPVGAICLCYVLIIAKMRMVALKAGWQQRKRSERKITLMVMMVVMVFVICWMPFYVVQLVNVFAEQDDATVSQLSVILGYANSCANPILYGFLSDNFKRSFQRILCLSWMDNAAEEPVDYYATALKSRAYSVEDFQPENLESGGVFRNGTCASRISTL. The pKd is 6.2. The small molecule is COc1cccc2c1C[C@H]1C[C@@H](C(=O)N3CCN(c4ccc(S(N)(=O)=O)cc4)CC3)CN(C)[C@@H]1C2. (4) The compound is CCN1CCN(Cc2cc(NC(=O)c3nc4ccccc4nc3OC)ccc2O)CC1. The target protein (O70212) has sequence MVLWLQLALLALLLPTSLAQGEVRGKGTAQAHNSTRPALQRLSDHLLADYRKSVRPVRDWRKPTTVSIDAIVYAILSVDEKNQVLTTYIWYRQFWTDEFLQWNPEDFDNITKLSIPTDSIWVPDILINEFVDVGKSPNIPYVYVRHQGEVQNYKPLQVVTACSLDIYNFPFDVQNCSLTFTSWLHTIQDINISLWRLPEKVKSDKSVFMNQGEWELLGVLTEFLEFSDRESRGSFAEMKFYVVIRRRPLFYAVTLLLPSIFLMIVDIVGFYLPPDSGERVSFKITLLLGYSVFLIIVSDTLPATAIGTPLISVYFVVCMALLVISLAETILIVRLVHKQDLQQPVPLWLRHLVLERIAGLLCLGEQLTSHRGPATLQATKTDDFSGSTLLPAMGNHCGPLGGPQDLEKTSRGRGSPPPPPREASLAMCGLLQELASIRHFLEKREETREVARDWLRVGSVLDKLLFRVYLLAVLAYSITLVTLWSVWHYA. The pKd is 4.9. (5) The compound is CSCC[C@H](N)C(=O)N[C@@H](C)C(=O)N[C@@H](CCC(N)=O)C(=O)N[C@@H](CCCNC(=N)N)C(=O)NCC(=O)NCC(=O)N[C@@H](C)C(=O)N[C@@H](CCCNC(=N)N)C(=O)N[C@@H](CCCNC(=N)N)C(=O)N1CCC[C@H]1C(=O)N[C@@H](CCCNC(=N)N)C(=O)NCC(=O)N[C@@H](CC(=O)O)C(=O)N[C@@H](CCCNC(=N)N)C(=O)N[C@@H](CCC(=O)O)C(=O)N[C@@H](CCCNC(=N)N)C(=O)N[C@@H](CC(C)C)C(=O)NCC(=O)N[C@@H](CO)C(=O)N[C@@H](CCCNC(=N)N)C(=O)O. The target protein sequence is ASSTTSPTEETTQKLTVSHIEGYECQPIFLNVLEAIEPGVVCAGHDNNQPDSFAALLSSLNELGERQLVHVVKWAKALPGFRNLHVDDQMAVIQYSWMGLMVFAMGWRSFTNVNSRMLYFAPDLVFNEYRMHKSRMYSQCVRMRHLSQEFGWLQITPQEFLCMKALLLFSIIPVDGLKNQKFFDELRMNYIKELDRIIACKRKNPTSCSRRFYQLTKLLDSVQPIARELHQFTFDLLIKSHMVSVDFPEMMAEIISVQVPKILSGKVKPIYFHT. The pKd is 5.7. (6) The small molecule is COc1cc2ncnc(Nc3ccc(F)c(Cl)c3)c2cc1OCCCN1CCOCC1. The target protein (O95382) has sequence MAGPCPRSGAERAGSCWQDPLAVALSRGRQLAAPPGRGCARSRPLSVVYVLTREPQPGLEPREGTEAEPLPLRCLREACAQVPRPRPPPQLRSLPFGTLELGDTAALDAFYNADVVVLEVSSSLVQPSLFYHLGVRESFSMTNNVLLCSQADLPDLQALREDVFQKNSDCVGSYTLIPYVVTATGRVLCGDAGLLRGLADGLVQAGVGTEALLTPLVGRLARLLEATPTDSCGYFRETIRRDIRQARERFSGPQLRQELARLQRRLDSVELLSPDIIMNLLLSYRDVQDYSAIIELVETLQALPTCDVAEQHNVCFHYTFALNRRNRPGDRAKALSVLLPLVQLEGSVAPDLYCMCGRIYKDMFFSSGFQDAGHREQAYHWYRKAFDVEPSLHSGINAAVLLIAAGQHFEDSKELRLIGMKLGCLLARKGCVEKMQYYWDVGFYLGAQILANDPTQVVLAAEQLYKLNAPIWYLVSVMETFLLYQHFRPTPEPPGGPPRR.... The pKd is 5.0.